This data is from Forward reaction prediction with 1.9M reactions from USPTO patents (1976-2016). The task is: Predict the product of the given reaction. (1) Given the reactants Cl[C:2]1[C:20]([N+:21]([O-:23])=[O:22])=[CH:19][C:18]([N+:24]([O-:26])=[O:25])=[CH:17][C:3]=1[C:4]([NH:6][CH2:7][CH:8]([O:10][CH:11]1[CH2:16][CH2:15][CH2:14][CH2:13][O:12]1)[CH3:9])=[O:5].[NH:27]([CH2:31][CH2:32][OH:33])[CH2:28][CH2:29][OH:30], predict the reaction product. The product is: [OH:30][CH2:29][CH2:28][N:27]([CH2:31][CH2:32][OH:33])[C:2]1[C:20]([N+:21]([O-:23])=[O:22])=[CH:19][C:18]([N+:24]([O-:26])=[O:25])=[CH:17][C:3]=1[C:4]([NH:6][CH2:7][CH:8]([O:10][CH:11]1[CH2:16][CH2:15][CH2:14][CH2:13][O:12]1)[CH3:9])=[O:5]. (2) The product is: [C:12]1([NH:11][S:10]([C:7]2[CH:8]=[CH:9][C:4]([C:3]3[N:20]=[C:21]([C:23]([F:26])([F:25])[F:24])[O:1][N:2]=3)=[CH:5][CH:6]=2)(=[O:19])=[O:18])[CH:17]=[CH:16][CH:15]=[CH:14][CH:13]=1. Given the reactants [OH:1][NH:2][C:3](=[NH:20])[C:4]1[CH:9]=[CH:8][C:7]([S:10](=[O:19])(=[O:18])[NH:11][C:12]2[CH:17]=[CH:16][CH:15]=[CH:14][CH:13]=2)=[CH:6][CH:5]=1.[C:21](O[C:21]([C:23]([F:26])([F:25])[F:24])=O)([C:23]([F:26])([F:25])[F:24])=O, predict the reaction product. (3) Given the reactants [O-]P([O-])([O-])=O.[K+].[K+].[K+].[N+:9]([C:12]1[CH:17]=[CH:16][CH:15]=[CH:14][C:13]=1Cl)([O-:11])=[O:10].[CH3:19][O:20][C:21]1[CH:26]=[CH:25][C:24]([NH2:27])=[CH:23][CH:22]=1, predict the reaction product. The product is: [N+:9]([C:12]1[CH:17]=[CH:16][CH:15]=[CH:14][C:13]=1[NH:27][C:24]1[CH:25]=[CH:26][C:21]([O:20][CH3:19])=[CH:22][CH:23]=1)([O-:11])=[O:10]. (4) The product is: [C:16]([C:14]1[CH:15]=[C:10]2[N:9]=[C:8]([CH:28]([OH:29])[C:30]3[C:38]([O:39][CH3:40])=[CH:37][C:36]([CH3:41])=[C:35]4[C:31]=3[CH:32]=[CH:33][N:34]4[C:42]([O:44][C:45]([CH3:47])([CH3:46])[CH3:48])=[O:43])[N:7]([CH2:6][O:5][CH2:4][CH2:3][Si:2]([CH3:19])([CH3:18])[CH3:1])[C:11]2=[N:12][CH:13]=1)#[N:17]. Given the reactants [CH3:1][Si:2]([CH3:19])([CH3:18])[CH2:3][CH2:4][O:5][CH2:6][N:7]1[C:11]2=[N:12][CH:13]=[C:14]([C:16]#[N:17])[CH:15]=[C:10]2[N:9]=[CH:8]1.[Li+].CC([N-]C(C)C)C.[CH:28]([C:30]1[C:38]([O:39][CH3:40])=[CH:37][C:36]([CH3:41])=[C:35]2[C:31]=1[CH:32]=[CH:33][N:34]2[C:42]([O:44][C:45]([CH3:48])([CH3:47])[CH3:46])=[O:43])=[O:29], predict the reaction product. (5) Given the reactants C(OC(=O)[NH:7][C:8]1([C:17]2[CH:22]=[CH:21][CH:20]=[C:19]([C:23]([CH3:26])([CH3:25])[CH3:24])[CH:18]=2)[CH2:16][CH2:15][C:14]2[C:10](=[CH:11][NH:12][N:13]=2)[CH2:9]1)(C)(C)C.O1CCOCC1, predict the reaction product. The product is: [C:23]([C:19]1[CH:18]=[C:17]([C:8]2([NH2:7])[CH2:16][CH2:15][C:14]3[C:10](=[CH:11][NH:12][N:13]=3)[CH2:9]2)[CH:22]=[CH:21][CH:20]=1)([CH3:26])([CH3:24])[CH3:25]. (6) The product is: [F:1][C:2]1[CH:3]=[C:4]([S:9]([C:12]2[CH:19]=[C:16]3[C:15](=[CH:14][CH:13]=2)[NH:20][N:18]=[C:17]3[NH2:24])(=[O:11])=[O:10])[CH:5]=[C:6]([F:8])[CH:7]=1. Given the reactants [F:1][C:2]1[CH:3]=[C:4]([S:9]([C:12]2[CH:13]=[CH:14][C:15]([N+:20]([O-])=O)=[C:16]([CH:19]=2)[C:17]#[N:18])(=[O:11])=[O:10])[CH:5]=[C:6]([F:8])[CH:7]=1.O.[NH2:24]N, predict the reaction product. (7) The product is: [CH:37]1([CH2:36][N:30]2[CH2:29][CH2:28][C:27]3[C:32](=[CH:33][CH:34]=[CH:35][C:26]=3[NH:25][CH2:24][C:23]([N:11]([CH2:10][CH2:9][NH:7][CH3:6])[CH2:12][C:13]3[CH:18]=[CH:17][CH:16]=[CH:15][C:14]=3[C:19]([F:20])([F:21])[F:22])=[O:40])[CH2:31]2)[CH2:38][CH2:39]1. Given the reactants C(O[C:6](=O)[N:7]([CH2:9][CH2:10][N:11]([C:23](=[O:40])[CH2:24][NH:25][C:26]1[CH:35]=[CH:34][CH:33]=[C:32]2[C:27]=1[CH2:28][CH2:29][N:30]([CH2:36][CH:37]1[CH2:39][CH2:38]1)[CH2:31]2)[CH2:12][C:13]1[CH:18]=[CH:17][CH:16]=[CH:15][C:14]=1[C:19]([F:22])([F:21])[F:20])C)(C)(C)C.C(O)(C(F)(F)F)=O.C([O-])(O)=O.[Na+], predict the reaction product. (8) Given the reactants [C:1]([C:3]1[CH:8]=[CH:7][C:6]([N:9]2[CH2:15][CH:14]([CH3:16])[C:13]3[O:17][N:18]=[C:19]([CH3:20])[C:12]=3[C:11]3[CH:21]=[CH:22][C:23]([C:25]4[CH:26]=[N:27][N:28]([CH2:30][C:31](O)=[O:32])[CH:29]=4)=[CH:24][C:10]2=3)=[CH:5][CH:4]=1)#[N:2].[Cl-].[NH4+].C([N:39](CC)C(C)C)(C)C.CCOC(C(C#N)=NOC(N1CCOCC1)=[N+](C)C)=O.F[P-](F)(F)(F)(F)F.NC(N)=O, predict the reaction product. The product is: [C:1]([C:3]1[CH:4]=[CH:5][C:6]([N:9]2[CH2:15][CH:14]([CH3:16])[C:13]3[O:17][N:18]=[C:19]([CH3:20])[C:12]=3[C:11]3[CH:21]=[CH:22][C:23]([C:25]4[CH:26]=[N:27][N:28]([CH2:30][C:31]([NH2:39])=[O:32])[CH:29]=4)=[CH:24][C:10]2=3)=[CH:7][CH:8]=1)#[N:2]. (9) Given the reactants [CH2:1]([O:8][CH2:9][CH2:10][CH2:11][CH2:12][O:13][C:14]1([C:25]2[CH:30]=[CH:29][CH:28]=[CH:27][C:26]=2[CH3:31])[CH2:17][N:16](C(OC(C)(C)C)=O)[CH2:15]1)[C:2]1[CH:7]=[CH:6][CH:5]=[CH:4][CH:3]=1.[F:32][C:33]([F:38])([F:37])[C:34]([OH:36])=[O:35], predict the reaction product. The product is: [F:32][C:33]([F:38])([F:37])[C:34]([OH:36])=[O:35].[CH2:1]([O:8][CH2:9][CH2:10][CH2:11][CH2:12][O:13][C:14]1([C:25]2[CH:30]=[CH:29][CH:28]=[CH:27][C:26]=2[CH3:31])[CH2:17][NH:16][CH2:15]1)[C:2]1[CH:7]=[CH:6][CH:5]=[CH:4][CH:3]=1. (10) Given the reactants [Br:1][C:2]1[C:3](=[O:47])[N:4]([CH2:38][C:39]2[CH:44]=[CH:43][C:42]([O:45][CH3:46])=[CH:41][CH:40]=2)[C:5]([CH3:37])=[CH:6][C:7]=1[O:8][CH2:9][C:10]1[CH:36]=[CH:35][CH:34]=[CH:33][C:11]=1[CH2:12][NH:13][C:14]([NH:16][C:17]1[N:21]([C:22]2[CH:27]=[CH:26][CH:25]=[C:24](F)[CH:23]=2)[N:20]=[C:19]([C:29]([CH3:32])([CH3:31])[CH3:30])[CH:18]=1)=[O:15].[CH2:48](N(CC)CC)C.C(C1C=C(NC(=O)OC2C=CC([N+]([O-])=O)=CC=2)N(C2C=CC=CC=2)N=1)(C)(C)C, predict the reaction product. The product is: [Br:1][C:2]1[C:3](=[O:47])[N:4]([CH2:38][C:39]2[CH:44]=[CH:43][C:42]([O:45][CH3:46])=[CH:41][CH:40]=2)[C:5]([CH3:37])=[CH:6][C:7]=1[O:8][CH2:9][C:10]1[CH:36]=[CH:35][CH:34]=[CH:33][C:11]=1[CH2:12][NH:13][C:14]([NH:16][C:17]1[N:21]([C:22]2[CH:27]=[CH:26][C:25]([CH3:48])=[CH:24][CH:23]=2)[N:20]=[C:19]([C:29]([CH3:32])([CH3:31])[CH3:30])[CH:18]=1)=[O:15].